From a dataset of Forward reaction prediction with 1.9M reactions from USPTO patents (1976-2016). Predict the product of the given reaction. (1) The product is: [CH3:22][O:21][C:18]1[CH:19]=[CH:20][C:15]([N:10]2[CH2:11][CH2:12][N:8]([C:3]3[CH:4]=[N:5][CH:6]=[CH:7][C:2]=3[CH3:1])[C:9]2=[O:13])=[CH:16][CH:17]=1. Given the reactants [CH3:1][C:2]1[CH:7]=[CH:6][N:5]=[CH:4][C:3]=1[N:8]1[CH2:12][CH2:11][NH:10][C:9]1=[O:13].Br[C:15]1[CH:20]=[CH:19][C:18]([O:21][CH3:22])=[CH:17][CH:16]=1.N[C@@H]1CCCC[C@H]1N.C(=O)([O-])[O-].[K+].[K+], predict the reaction product. (2) Given the reactants [C:1]([O:5][C:6]([N:8]([CH2:29][C:30]1[CH:35]=[CH:34][CH:33]=[CH:32][N:31]=1)[CH2:9][C:10]1[CH:15]=[CH:14][C:13]([CH2:16][NH:17][C:18]2([CH3:28])[C:27]3[N:26]=[CH:25][CH:24]=[CH:23][C:22]=3[CH2:21][CH2:20][CH2:19]2)=[CH:12][CH:11]=1)=[O:7])([CH3:4])([CH3:3])[CH3:2].Cl[CH2:37][C:38]1[N:42]([CH2:43][O:44][CH2:45][CH2:46][Si:47]([CH3:50])([CH3:49])[CH3:48])[C:41]2[CH:51]=[CH:52][CH:53]=[CH:54][C:40]=2[N:39]=1.C(N(C(C)C)CC)(C)C, predict the reaction product. The product is: [C:1]([O:5][C:6]([N:8]([CH2:29][C:30]1[CH:35]=[CH:34][CH:33]=[CH:32][N:31]=1)[CH2:9][C:10]1[CH:11]=[CH:12][C:13]([CH2:16][N:17]([CH2:37][C:38]2[N:42]([CH2:43][O:44][CH2:45][CH2:46][Si:47]([CH3:48])([CH3:49])[CH3:50])[C:41]3[CH:51]=[CH:52][CH:53]=[CH:54][C:40]=3[N:39]=2)[C:18]2([CH3:28])[C:27]3[N:26]=[CH:25][CH:24]=[CH:23][C:22]=3[CH2:21][CH2:20][CH2:19]2)=[CH:14][CH:15]=1)=[O:7])([CH3:2])([CH3:3])[CH3:4]. (3) Given the reactants [C:1]1([N:7]2[CH2:12][CH2:11][N:10]([CH2:13][CH2:14][NH2:15])[CH2:9][CH2:8]2)[CH:6]=[CH:5][CH:4]=[CH:3][CH:2]=1.[CH3:16][C:17]1[N:21]([C:22]2[CH:27]=[CH:26][CH:25]=[CH:24][CH:23]=2)[N:20]=[C:19]([CH:28]=O)[CH:18]=1, predict the reaction product. The product is: [CH3:16][C:17]1[N:21]([C:22]2[CH:23]=[CH:24][CH:25]=[CH:26][CH:27]=2)[N:20]=[C:19]([CH2:28][NH:15][CH2:14][CH2:13][N:10]2[CH2:9][CH2:8][N:7]([C:1]3[CH:2]=[CH:3][CH:4]=[CH:5][CH:6]=3)[CH2:12][CH2:11]2)[CH:18]=1. (4) Given the reactants [CH2:1]([O:3][C:4]([C:6]1[CH2:11][C@@H:10](OS(C)(=O)=O)[C@@H:9]([NH:17][C:18](=[O:20])[CH3:19])[C@H:8]([O:21][CH:22]([CH2:25][CH3:26])[CH2:23][CH3:24])[CH:7]=1)=[O:5])[CH3:2].CS(C)=O.[N-:31]=[N+:32]=[N-:33].[Na+].C([O-])(O)=O.[Na+], predict the reaction product. The product is: [CH2:1]([O:3][C:4]([C:6]1[CH2:11][C@H:10]([N:31]=[N+:32]=[N-:33])[C@@H:9]([NH:17][C:18](=[O:20])[CH3:19])[C@H:8]([O:21][CH:22]([CH2:25][CH3:26])[CH2:23][CH3:24])[CH:7]=1)=[O:5])[CH3:2]. (5) Given the reactants C(OP([CH2:9][C:10]1[CH:15]=[CH:14][CH:13]=[C:12]([O:16][C:17]2[CH:22]=[CH:21][C:20]([C:23]([F:26])([F:25])[F:24])=[CH:19][N:18]=2)[CH:11]=1)(=O)OCC)C.C(O[K])(C)(C)C.O=[C:34]1[CH2:39][CH2:38][N:37]([C:40]([O:42][C:43]([CH3:46])([CH3:45])[CH3:44])=[O:41])[CH2:36][CH2:35]1.P(=O)([O-])[O-], predict the reaction product. The product is: [C:43]([O:42][C:40]([N:37]1[CH2:38][CH2:39][C:34](=[CH:9][C:10]2[CH:15]=[CH:14][CH:13]=[C:12]([O:16][C:17]3[CH:22]=[CH:21][C:20]([C:23]([F:24])([F:25])[F:26])=[CH:19][N:18]=3)[CH:11]=2)[CH2:35][CH2:36]1)=[O:41])([CH3:46])([CH3:44])[CH3:45]. (6) Given the reactants C([O:3][P:4]([C:9]1[CH:18]=[CH:17][C:16]2[C:11](=[C:12]([C:20]3[C:29]4[C:24](=[CH:25][CH:26]=[CH:27][CH:28]=4)[CH:23]=[CH:22][CH:21]=3)[CH:13]=[C:14](I)[CH:15]=2)[N:10]=1)(=[O:8])[O:5]CC)C.C([N:37]1[C:45]2[C:40](=[CH:41][CH:42]=[CH:43][CH:44]=2)[CH:39]=[C:38]1B(O)O)(OC(C)(C)C)=O, predict the reaction product. The product is: [NH:37]1[C:45]2[C:40](=[CH:41][CH:42]=[CH:43][CH:44]=2)[CH:39]=[C:38]1[C:14]1[CH:15]=[C:16]2[C:11](=[C:12]([C:20]3[C:29]4[C:24](=[CH:25][CH:26]=[CH:27][CH:28]=4)[CH:23]=[CH:22][CH:21]=3)[CH:13]=1)[N:10]=[C:9]([P:4](=[O:3])([OH:5])[OH:8])[CH:18]=[CH:17]2.